Dataset: CYP1A2 inhibition data for predicting drug metabolism from PubChem BioAssay. Task: Regression/Classification. Given a drug SMILES string, predict its absorption, distribution, metabolism, or excretion properties. Task type varies by dataset: regression for continuous measurements (e.g., permeability, clearance, half-life) or binary classification for categorical outcomes (e.g., BBB penetration, CYP inhibition). Dataset: cyp1a2_veith. (1) The compound is Cc1cccc(Cl)c1NC[C@H](O)CN1CCN(C)CC1. The result is 0 (non-inhibitor). (2) The drug is CS(=O)(=O)c1cnc2c(-c3ccc(F)cc3)cnn2c1N. The result is 1 (inhibitor). (3) The compound is CC1=N/C(=C\c2ccc([N+](=O)[O-])cc2)C(=O)N1c1ccc(Cl)cc1. The result is 0 (non-inhibitor). (4) The compound is CCC(C(=O)N1CCOCC1)n1c(C(=O)OC)cc2occc21. The result is 0 (non-inhibitor). (5) The result is 0 (non-inhibitor). The molecule is Cc1ccc(-n2c([O-])nc(-[n+]3ccccc3)c2C=O)cc1. (6) The drug is COc1ccc(/C=N/N(C(C)=O)c2nc(-c3ccc(C)cc3)cs2)cc1. The result is 1 (inhibitor). (7) The compound is [N-]=[N+]=CC(=O)CC[C@H](N)C(=O)O. The result is 0 (non-inhibitor). (8) The molecule is COC(=O)[C@@]1(Cc2ccccc2)[C@H]2c3cc(C(=O)N4CCCC4)n(Cc4ccsc4Br)c3C[C@H]2CN1C(=O)c1ccccc1. The result is 0 (non-inhibitor).